This data is from Forward reaction prediction with 1.9M reactions from USPTO patents (1976-2016). The task is: Predict the product of the given reaction. (1) Given the reactants [CH3:1][C:2]1[CH:7]=[C:6]([CH3:8])[NH:5][C:4](=[O:9])[C:3]=1[C:10]#[N:11].C([O-])(=O)C.[Na+].[ClH:17], predict the reaction product. The product is: [ClH:17].[NH2:11][CH2:10][C:3]1[C:4](=[O:9])[NH:5][C:6]([CH3:8])=[CH:7][C:2]=1[CH3:1]. (2) Given the reactants Br[CH2:2][C:3]1[N:4]([CH3:19])[C:5]2[C:10]([N:11]=1)=[C:9]([N:12]1[CH2:17][CH2:16][O:15][CH2:14][CH2:13]1)[N:8]=[C:7]([Cl:18])[N:6]=2.[C:20]([O:24][C:25]([N:27]1[CH2:32][CH2:31][NH:30][C:29]([CH3:34])([CH3:33])[CH2:28]1)=[O:26])([CH3:23])([CH3:22])[CH3:21].C([O-])([O-])=O.[K+].[K+], predict the reaction product. The product is: [C:20]([O:24][C:25]([N:27]1[CH2:32][CH2:31][N:30]([CH2:2][C:3]2[N:4]([CH3:19])[C:5]3[C:10]([N:11]=2)=[C:9]([N:12]2[CH2:17][CH2:16][O:15][CH2:14][CH2:13]2)[N:8]=[C:7]([Cl:18])[N:6]=3)[C:29]([CH3:34])([CH3:33])[CH2:28]1)=[O:26])([CH3:23])([CH3:21])[CH3:22]. (3) Given the reactants CCN(C(C)C)C(C)C.[C:10]1([CH2:16][C:17]([O:19][CH2:20]C)=[O:18])[CH:15]=[CH:14][CH:13]=[CH:12][CH:11]=1.O(C1CCCC1)S(C(F)(F)F)(=O)=O.[CH3:35][CH2:36][CH2:37][CH2:38][CH2:39][CH3:40].COC(C)(C)C, predict the reaction product. The product is: [CH3:20][O:19][C:17](=[O:18])[CH:16]([C:10]1[CH:11]=[CH:12][CH:13]=[CH:14][CH:15]=1)[CH2:35][CH:36]1[CH2:40][CH2:39][CH2:38][CH2:37]1.